From a dataset of Forward reaction prediction with 1.9M reactions from USPTO patents (1976-2016). Predict the product of the given reaction. (1) Given the reactants [F:1][C:2]1[CH:3]=[C:4]2[C:9](=[CH:10][CH:11]=1)[N:8]([CH2:12][C:13]1[C:18](F)=[CH:17][CH:16]=[C:15]([C:20]([OH:22])=O)[CH:14]=1)[C:7](=[O:23])[NH:6][C:5]2=[O:24].FC1[CH:27]=[C:28]2[C:33](=[CH:34][CH:35]=1)N[C:31](=O)[NH:30][C:29]2=[O:37].BrCC1C=C(C=CC=1[F:50])C(OC)=O.COC(C1C=[C:57](C=CC=1)[CH2:58][N:59]1[C:68]2[C:57](=CC=CC=2)[C:58](=O)[NH:59][C:68]1=O)=O.N1CCCCC1, predict the reaction product. The product is: [CH:28]1([C:29]([N:30]2[CH2:31][CH2:68][N:59]([C:20]([C:15]3[CH:14]=[C:13]([CH:18]=[CH:17][C:16]=3[F:50])[CH2:12][N:8]3[C:9]4[C:4](=[CH:3][C:2]([F:1])=[CH:11][CH:10]=4)[C:5](=[O:24])[NH:6][C:7]3=[O:23])=[O:22])[CH2:58][CH2:57]2)=[O:37])[CH2:27][CH2:35][CH2:34][CH2:33]1. (2) The product is: [C:1]([O:5][C:6](=[O:21])[NH:7][C@:8]([CH:19]=[O:20])([CH3:18])[CH2:9][CH2:10][C:11]1[CH:16]=[CH:15][C:14]([O:17][CH2:18][CH2:8][CH2:9][CH2:10][CH2:11][CH2:12][CH3:13])=[CH:13][CH:12]=1)([CH3:4])([CH3:2])[CH3:3]. Given the reactants [C:1]([O:5][C:6](=[O:21])[NH:7][C@:8]([CH2:19][OH:20])([CH3:18])[CH2:9][CH2:10][C:11]1[CH:16]=[CH:15][C:14]([OH:17])=[CH:13][CH:12]=1)([CH3:4])([CH3:3])[CH3:2], predict the reaction product. (3) Given the reactants [C:1]([C:3]1[CH:15]=[C:14]2[C:6]([C:7]3[C:8](=[O:30])[C:9]4[CH:21]=[CH:20][C:19](OS(C(F)(F)F)(=O)=O)=[CH:18][C:10]=4[C:11]([CH3:17])([CH3:16])[C:12]=3[NH:13]2)=[CH:5][CH:4]=1)#[N:2].[C:31]([O:35][C:36]([N:38]1[CH2:43][CH2:42][NH:41][CH2:40][CH2:39]1)=[O:37])([CH3:34])([CH3:33])[CH3:32], predict the reaction product. The product is: [C:31]([O:35][C:36]([N:38]1[CH2:43][CH2:42][N:41]([C:19]2[CH:20]=[CH:21][C:9]3[C:8](=[O:30])[C:7]4[C:6]5[C:14](=[CH:15][C:3]([C:1]#[N:2])=[CH:4][CH:5]=5)[NH:13][C:12]=4[C:11]([CH3:16])([CH3:17])[C:10]=3[CH:18]=2)[CH2:40][CH2:39]1)=[O:37])([CH3:34])([CH3:32])[CH3:33].